From a dataset of Forward reaction prediction with 1.9M reactions from USPTO patents (1976-2016). Predict the product of the given reaction. (1) Given the reactants O1C2C=CC=C[C:4]=2[CH:3]=N1.[OH:10][C:11]1[C:15]2[CH:16]=[CH:17][C:18]([O:20][CH3:21])=[CH:19][C:14]=2[O:13][N:12]=1.C(O)C.C1(P(C2C=CC=CC=2)C2C=CC=CC=2)C=CC=CC=1.CC(OC(/N=N/C(OC(C)C)=O)=O)C, predict the reaction product. The product is: [CH2:3]([O:10][C:11]1[C:15]2[CH:16]=[CH:17][C:18]([O:20][CH3:21])=[CH:19][C:14]=2[O:13][N:12]=1)[CH3:4]. (2) The product is: [ClH:20].[CH2:1]([C:8]1([OH:19])[CH2:11][NH:10][CH2:9]1)[C:2]1[CH:3]=[CH:4][CH:5]=[CH:6][CH:7]=1. Given the reactants [CH2:1]([C:8]1([OH:19])[CH2:11][N:10](C(OC(C)(C)C)=O)[CH2:9]1)[C:2]1[CH:7]=[CH:6][CH:5]=[CH:4][CH:3]=1.[ClH:20], predict the reaction product. (3) Given the reactants Cl[CH:2]1[N:7](C(OC(C)(C)C)=O)[CH2:6][CH:5]([C:15]2[N:23]3[C:18]([C:19]([NH2:24])=[N:20][CH:21]=[N:22]3)=[C:17]([C:25]3[CH:30]=[CH:29][C:28]([O:31][C:32]4[CH:37]=[CH:36][CH:35]=[C:34]([Cl:38])[CH:33]=4)=[C:27]([O:39][CH3:40])[CH:26]=3)[CH:16]=2)[CH2:4][CH2:3]1.C(O)(C(F)(F)F)=O.C(OCC)(=O)C.CCCCCC.C(Cl)[Cl:61], predict the reaction product. The product is: [Cl:61][C:16]1[C:17]([C:25]2[CH:30]=[CH:29][C:28]([O:31][C:32]3[CH:37]=[CH:36][CH:35]=[C:34]([Cl:38])[CH:33]=3)=[C:27]([O:39][CH3:40])[CH:26]=2)=[C:18]2[N:23]([C:15]=1[CH:5]1[CH2:4][CH2:3][CH2:2][NH:7][CH2:6]1)[N:22]=[CH:21][N:20]=[C:19]2[NH2:24].